This data is from Catalyst prediction with 721,799 reactions and 888 catalyst types from USPTO. The task is: Predict which catalyst facilitates the given reaction. (1) Reactant: [Cl:1][C:2]1[CH:26]=[CH:25][C:5]([O:6][CH2:7][C:8]2[NH:9][C:10]3[C:16]([O:17][CH2:18][C:19]4[CH:24]=[CH:23][CH:22]=[CH:21][CH:20]=4)=[CH:15][CH:14]=[CH:13][C:11]=3[N:12]=2)=[CH:4][CH:3]=1.[H-].[Na+].ClC1C=CC(OCC2N([CH2:41][CH2:42][CH2:43][CH:44]3[CH2:49][CH2:48][CH2:47][N:46]([C:50]([O:52][C:53]([CH3:56])([CH3:55])[CH3:54])=[O:51])[CH2:45]3)C3C=CC=C(O[CH2:41][CH2:42][CH2:43][CH:44]4[CH2:49][CH2:48][CH2:47][N:46]([C:50]([O:52][C:53]([CH3:55])([CH3:54])[CH3:56])=[O:51])[CH2:45]4)C=3N=2)=CC=1. Product: [Cl:1][C:2]1[CH:3]=[CH:4][C:5]([O:6][CH2:7][C:8]2[N:12]([CH2:41][CH2:42][CH2:43][CH:44]3[CH2:49][CH2:48][CH2:47][N:46]([C:50]([O:52][C:53]([CH3:54])([CH3:56])[CH3:55])=[O:51])[CH2:45]3)[C:11]3[CH:13]=[CH:14][CH:15]=[C:16]([O:17][CH2:18][C:19]4[CH:20]=[CH:21][CH:22]=[CH:23][CH:24]=4)[C:10]=3[N:9]=2)=[CH:25][CH:26]=1. The catalyst class is: 9. (2) Reactant: [CH3:1][N:2]([CH3:31])[CH2:3][CH2:4][N:5]([CH2:20][C:21]1[CH:26]=[CH:25][CH:24]=[CH:23][C:22]=1[C:27]([F:30])([F:29])[F:28])[C:6]([NH:8][CH2:9][C:10]1[CH:19]=[CH:18][CH:17]=[C:16]2[C:11]=1[CH2:12][CH2:13][NH:14][CH2:15]2)=[O:7].[CH:32]1([CH:35]=O)[CH2:34][CH2:33]1.[BH3-]C#N.[Na+].C([O-])(O)=O.[Na+]. Product: [CH:32]1([CH2:35][N:14]2[CH2:13][CH2:12][C:11]3[C:16](=[CH:17][CH:18]=[CH:19][C:10]=3[CH2:9][NH:8][C:6](=[O:7])[N:5]([CH2:4][CH2:3][N:2]([CH3:31])[CH3:1])[CH2:20][C:21]3[CH:26]=[CH:25][CH:24]=[CH:23][C:22]=3[C:27]([F:30])([F:28])[F:29])[CH2:15]2)[CH2:34][CH2:33]1. The catalyst class is: 24. (3) Reactant: [S:1]1[C:5]2[CH:6]=[CH:7][CH:8]=[CH:9][C:4]=2[N:3]=[C:2]1[C:10]1[CH:25]=[CH:24][CH:23]=[CH:22][C:11]=1[O:12][CH2:13][P:14](=[O:21])([O:18]CC)[O:15]CC.C[Si](I)(C)C.CO. Product: [S:1]1[C:5]2[CH:6]=[CH:7][CH:8]=[CH:9][C:4]=2[N:3]=[C:2]1[C:10]1[CH:25]=[CH:24][CH:23]=[CH:22][C:11]=1[O:12][CH2:13][P:14](=[O:15])([OH:21])[OH:18]. The catalyst class is: 4. (4) Reactant: [C:1]([O:9][CH2:10][CH3:11])(=[O:8])[CH2:2][C:3]([O:5][CH2:6][CH3:7])=[O:4].[H-].[Na+].Br[C:15]1[CH:20]=[CH:19][C:18]([CH3:21])=[CH:17][C:16]=1[F:22].Cl. Product: [CH2:10]([O:9][C:1](=[O:8])[CH:2]([C:15]1[CH:20]=[CH:19][C:18]([CH3:21])=[CH:17][C:16]=1[F:22])[C:3]([O:5][CH2:6][CH3:7])=[O:4])[CH3:11]. The catalyst class is: 12.